From a dataset of HIV replication inhibition screening data with 41,000+ compounds from the AIDS Antiviral Screen. Binary Classification. Given a drug SMILES string, predict its activity (active/inactive) in a high-throughput screening assay against a specified biological target. (1) The compound is CSC1=N[N+]2=CC(c3ccccc3)=[N+]3N=C(NC(Cc4ccc(O)cc4)C(=O)O)[SH+][Ni-2]23[SH+]1. The result is 0 (inactive). (2) The molecule is C=CCC1NCCC2=C1C(S(=O)(=O)c1ccc(C)cc1)c1ccccc12. The result is 0 (inactive). (3) The compound is Cn1c(=O)c2c(nc3n2CCCC(=O)N3CCCCl)n(C)c1=O. The result is 0 (inactive). (4) The molecule is C(=Cc1c[nH]c2ccccc12)c1ccc2ccccc2n1. The result is 0 (inactive). (5) The compound is CC(=Cc1ccc(N(C)C)cc1)C(=O)O. The result is 0 (inactive). (6) The compound is COc1ccc(C2CC(c3ccccc3)=Nc3ccccc3S2)cc1. The result is 0 (inactive).